This data is from Forward reaction prediction with 1.9M reactions from USPTO patents (1976-2016). The task is: Predict the product of the given reaction. (1) Given the reactants [C:1]([NH:11][C@H:12]([C:16]([N:18]1[CH2:36][CH2:35][CH2:34][C@H:19]1[C:20]([NH:22][CH2:23][C:24]([NH:26][C@H:27]([C:31](O)=[O:32])[CH:28]([CH3:30])[CH3:29])=[O:25])=[O:21])=[O:17])[CH:13]([CH3:15])[CH3:14])([O:3][CH2:4][C:5]1[CH:10]=[CH:9][CH:8]=[CH:7][CH:6]=1)=[O:2].CN(C)CCCN=C=NCC.C(N(CC)CC)C.Cl.[CH3:56][O:57][C:58](=[O:61])[CH2:59][NH2:60], predict the reaction product. The product is: [CH3:56][O:57][C:58](=[O:61])[CH2:59][NH:60][C:31](=[O:32])[C@H:27]([CH:28]([CH3:30])[CH3:29])[NH:26][C:24](=[O:25])[CH2:23][NH:22][C:20](=[O:21])[C@@H:19]1[CH2:34][CH2:35][CH2:36][N:18]1[C:16](=[O:17])[C@H:12]([CH:13]([CH3:15])[CH3:14])[NH:11][C:1]([O:3][CH2:4][C:5]1[CH:10]=[CH:9][CH:8]=[CH:7][CH:6]=1)=[O:2]. (2) Given the reactants Br[CH:2]=[C:3]1[C:9]2[CH:10]=[CH:11][C:12]([F:14])=[CH:13][C:8]=2[CH2:7][O:6][C:5]2[CH:15]=[C:16]([F:19])[CH:17]=[CH:18][C:4]1=2.[N:20]1([CH2:26][CH2:27][N:28]2[C:32]3[CH:33]=[CH:34][C:35](B4OC(C)(C)C(C)(C)O4)=[CH:36][C:31]=3[NH:30][C:29]2=[O:46])[CH2:25][CH2:24][O:23][CH2:22][CH2:21]1.C([O-])([O-])=O.[Na+].[Na+], predict the reaction product. The product is: [F:19][C:16]1[CH:17]=[CH:18][C:4]2[C:3](=[CH:2][C:35]3[CH:34]=[CH:33][C:32]4[N:28]([CH2:27][CH2:26][N:20]5[CH2:21][CH2:22][O:23][CH2:24][CH2:25]5)[C:29](=[O:46])[NH:30][C:31]=4[CH:36]=3)[C:9]3[CH:10]=[CH:11][C:12]([F:14])=[CH:13][C:8]=3[CH2:7][O:6][C:5]=2[CH:15]=1. (3) Given the reactants [F:1][C:2]1([F:15])[CH2:8][C@H:7]2[C@:5]([C:9]3[N:13]([CH3:14])[N:12]=[CH:11][CH:10]=3)([O:6]2)[CH2:4][CH2:3]1, predict the reaction product. The product is: [F:15][C:2]1([F:1])[CH2:8][C@H:7]([OH:6])[C@@H:5]([C:9]2[N:13]([CH3:14])[N:12]=[CH:11][CH:10]=2)[CH2:4][CH2:3]1. (4) Given the reactants B(Br)(Br)Br.[CH2:5]([C:7]1[C:33]([F:34])=[CH:32][C:10]([O:11][C:12]2[CH:30]=[CH:29][C:15]([C:16]([N:18]3[CH2:23][CH2:22][N:21]([CH2:24][C:25]([NH2:27])=[O:26])[C:20](=[O:28])[CH2:19]3)=[O:17])=[CH:14][C:13]=2[F:31])=[C:9]([O:35]C)[CH:8]=1)[CH3:6].[Cl-].[NH4+], predict the reaction product. The product is: [CH2:5]([C:7]1[C:33]([F:34])=[CH:32][C:10]([O:11][C:12]2[CH:30]=[CH:29][C:15]([C:16]([N:18]3[CH2:23][CH2:22][N:21]([CH2:24][C:25]([NH2:27])=[O:26])[C:20](=[O:28])[CH2:19]3)=[O:17])=[CH:14][C:13]=2[F:31])=[C:9]([OH:35])[CH:8]=1)[CH3:6]. (5) Given the reactants [C:1]([C:4]1[S:5][CH:6]=[CH:7][CH:8]=1)(=[O:3])[CH3:2].[CH2:9]=O.[ClH:11].[CH3:12][NH:13][CH3:14], predict the reaction product. The product is: [ClH:11].[CH3:12][N:13]([CH2:9][CH2:2][C:1]([C:4]1[S:5][CH:6]=[CH:7][CH:8]=1)=[O:3])[CH3:14].